This data is from Experimentally validated miRNA-target interactions with 360,000+ pairs, plus equal number of negative samples. The task is: Binary Classification. Given a miRNA mature sequence and a target amino acid sequence, predict their likelihood of interaction. (1) The miRNA is mmu-miR-30e-5p with sequence UGUAAACAUCCUUGACUGGAAG. The protein sequence of the target gene is MADEDGEGIHPSAPHRNGGGGGGSGLHCAGNGGGGGGGPRVVRIVKSESGYGFNVRGQVSEGGQLRSINGELYAPLQHVSAVLPGGAADRAGVRKGDRILEVNGVNVEGATHKQVVDLIRAGEKELILTVLSVPPHEADNLDPSDDSLGQSFYDYTEKQAVPISVPTYKHVEQNGEKFVVYNVYMAGRQLCSKRYREFAILHQNLKREFANFTFPRLPGKWPFSLSEQQLDARRRGLEEYLEKVCSIRVIGESDIMQEFLSESDENYNGVSDVELRVALPDGTTVTVRVKKNSTTDQVYQ.... Result: 1 (interaction). (2) The miRNA is hsa-miR-4652-3p with sequence GUUCUGUUAACCCAUCCCCUCA. The protein sequence of the target gene is MAEPSVESSSPGGSATSDDHEFDPSADMLVHDFDDERTLEEEEMMEGETNFSSEIEDLAREGDMPIHELLSLYGYGSTVRLPEEDEEEEEEEEEGEDDEDADNDDNSGCSGENKEENIKDSSGQEDETQSSNDDPSQSVASQDAQEIIRPRRCKYFDTNSEVEEESEEDEDYIPSEDWKKEIMVGSMFQAEIPVGICRYKENEKVYENDDQLLWDPEYLPEDKVIIFLKDASRRTGDEKGVEAIPEGSHIKDNEQALYELVKCNFDTEEALRRLRFNVKAAREELSVWTEEECRNFEQGL.... Result: 1 (interaction). (3) The miRNA is hsa-miR-551b-5p with sequence GAAAUCAAGCGUGGGUGAGACC. The protein sequence of the target gene is MSYYLSSENHLDPGPIYMRENGQLHMVNLALDGVRSSLQKPRPFRLFPKGFSVELCMNREDDTARKEKTDHFIFTYTREGNLRYSAKSLFSLVLGFISDNVDHIDSLIGFPEQIAEKLFSAAEARQKFTEPGAGLRALQKFTEAYGSLVLCSLCLRNRYLVISEKLEEIKSFRELTCLDLSCCKLGDEHELLEHLTNEALSSVTQLHLKDNCLSDAGVRKMTAPVRVMKRGLENLTLLDLSCNPEITDAGIGYLFSFRKLNCLDISGTGLKDIKTVKHKLQTHIGLVHSKVPLKEFDHSN.... Result: 1 (interaction). (4) The miRNA is hsa-miR-501-5p with sequence AAUCCUUUGUCCCUGGGUGAGA. The protein sequence of the target gene is MSMLPSFGFTQEQVACVCEVLQQGGNLERLGRFLWSLPACDHLHKNESVLKAKAVVAFHRGNFRELYKILESHQFSPHNHPKLQQLWLKAHYVEAEKLRGRPLGAVGKYRVRRKFPLPRTIWDGEETSYCFKEKSRGVLREWYAHNPYPSPREKRELAEATGLTTTQVSNWFKNRRQRDRAAEAKERENTENNNSSSNKQNQLSPLEGGKPLMSSSEEEFSPPQSPDQNSVLLLQGNMGHARSSNYSLPGLTASQPSHGLQTHQHQLQDSLLGPLTSSLVDLGS. Result: 1 (interaction). (5) The protein sequence of the target gene is MGVEGCTKCIKYLLFVFNFVFWLAGGVILGVALWLRHDPQTTSLLYLELGNKPAPNTFYVGIYILIAVGAVMMFVGFLGCYGAIQESQCLLGTFFTCLVILFACEVAAGIWGFVNKDQIAKDVKQFYDQALQQAVMDDDANNAKAVVKTFHETLNCCGSNALTTLTTTILRNSLCPSGGNILTPLLQQDCHQKIDELFSGKLYLIGIAAIVVAVIMIFEMILSMVLCCGIRNSSVY. Result: 0 (no interaction). The miRNA is hsa-miR-423-5p with sequence UGAGGGGCAGAGAGCGAGACUUU.